This data is from Catalyst prediction with 721,799 reactions and 888 catalyst types from USPTO. The task is: Predict which catalyst facilitates the given reaction. (1) Reactant: [CH2:1]([NH:5][C:6](=[O:24])[C:7]([C:10]1[CH:15]=[CH:14][C:13]([C:16]2[C:20]([CH3:21])=[CH:19][S:18][CH:17]=2)=[C:12]([O:22]C)[CH:11]=1)([CH3:9])[CH3:8])[CH:2]([CH3:4])[CH3:3].B(Br)(Br)Br.Cl. Product: [OH:22][C:12]1[CH:11]=[C:10]([C:7]([CH3:8])([CH3:9])[C:6]([NH:5][CH2:1][CH:2]([CH3:3])[CH3:4])=[O:24])[CH:15]=[CH:14][C:13]=1[C:16]1[C:20]([CH3:21])=[CH:19][S:18][CH:17]=1. The catalyst class is: 2. (2) Reactant: [H-].[Na+].CN(C=O)C.[CH3:8][O:9][C:10]1[CH:17]=[CH:16][C:13]([CH2:14][OH:15])=[CH:12][CH:11]=1.F[C:19]1[CH:24]=[C:23]([I:25])[CH:22]=[CH:21][N:20]=1. Product: [I:25][C:23]1[CH:22]=[CH:21][N:20]=[C:19]([O:15][CH2:14][C:13]2[CH:16]=[CH:17][C:10]([O:9][CH3:8])=[CH:11][CH:12]=2)[CH:24]=1. The catalyst class is: 6. (3) Reactant: [F:1][C:2]1([F:15])[CH2:7][CH2:6][C@@H:5]([C:8]([OH:10])=[O:9])[C@H:4]([C:11]([O:13][CH3:14])=[O:12])[CH2:3]1.[C:16](OC(O[C:16]([CH3:19])([CH3:18])[CH3:17])N(C)C)([CH3:19])([CH3:18])[CH3:17]. Product: [F:1][C:2]1([F:15])[CH2:7][CH2:6][C@@H:5]([C:8]([O:10][C:16]([CH3:19])([CH3:18])[CH3:17])=[O:9])[C@H:4]([C:11]([O:13][CH3:14])=[O:12])[CH2:3]1. The catalyst class is: 11. (4) Reactant: [C:1]12([C:11](Cl)=O)CC3CC(CC(C3)[CH2:2]1)C2.FC(F)(F)S(OC)(=O)=O.C1(NC(=S)NN)C=CC=CC=1.C(N(CC)CC)C.[C:41]12([C:51]([NH:53][NH:54][C:55]([NH:57][C:58]3[CH:63]=CC=C[CH:59]=3)=S)=O)[CH2:50][CH:45]3[CH2:46][CH:47]([CH2:49][CH:43]([CH2:44]3)[CH2:42]1)[CH2:48]2. Product: [C:41]12([C:51]3[N:57]([CH:58]4[CH2:59][CH2:63]4)[C:55]([CH:11]4[CH2:1][CH2:2]4)=[N:54][N:53]=3)[CH2:48][CH:47]3[CH2:49][CH:43]([CH2:44][CH:45]([CH2:46]3)[CH2:50]1)[CH2:42]2. The catalyst class is: 802.